Dataset: Full USPTO retrosynthesis dataset with 1.9M reactions from patents (1976-2016). Task: Predict the reactants needed to synthesize the given product. (1) Given the product [Br:1][C:2]1[CH:17]=[CH:16][C:5]2[N:6]=[CH:7][C:8]3[CH:15]=[CH:14][CH:13]=[CH:12][C:9]=3[CH:10]([CH3:11])[C:4]=2[CH:3]=1, predict the reactants needed to synthesize it. The reactants are: [Br:1][C:2]1[CH:17]=[CH:16][C:5]2[NH:6][CH2:7][C:8]3[CH:15]=[CH:14][CH:13]=[CH:12][C:9]=3[CH:10]([CH3:11])[C:4]=2[CH:3]=1. (2) Given the product [C:23]([O:27][C:28]([N:30]1[CH2:36][CH2:35][CH2:34][N:33]([C:9]2[N:8]([CH2:1][C:2]3[CH:7]=[CH:6][CH:5]=[CH:4][CH:3]=3)[C:16]3[C:15](=[O:17])[NH:14][C:13](=[O:18])[N:12]([CH3:19])[C:11]=3[C:10]=2[C:20]#[N:21])[CH2:32][CH2:31]1)=[O:29])([CH3:26])([CH3:24])[CH3:25], predict the reactants needed to synthesize it. The reactants are: [CH2:1]([N:8]1[C:16]2[C:15](=[O:17])[NH:14][C:13](=[O:18])[N:12]([CH3:19])[C:11]=2[C:10]([C:20]#[N:21])=[C:9]1Br)[C:2]1[CH:7]=[CH:6][CH:5]=[CH:4][CH:3]=1.[C:23]([O:27][C:28]([N:30]1[CH2:36][CH2:35][CH2:34][NH:33][CH2:32][CH2:31]1)=[O:29])([CH3:26])([CH3:25])[CH3:24].